This data is from Reaction yield outcomes from USPTO patents with 853,638 reactions. The task is: Predict the reaction yield, written as a fraction of the theoretical maximum amount of product (1.0 means a 100% yield; for example, 0.34 means a 34% yield). (1) The reactants are [CH3:1][O:2][C:3]([C:5]1[C:13]([NH:14][C:15]2[CH:20]=[CH:19][C:18]([Br:21])=[CH:17][C:16]=2[Cl:22])=[C:12]([F:23])[C:8]2[N:9]=[CH:10][NH:11][C:7]=2[CH:6]=1)=[O:4].C([O-])([O-])=O.[K+].[K+].[C:30]([O:34][C:35]([CH3:38])([CH3:37])[CH3:36])(=[O:33])[CH:31]=[CH2:32]. The catalyst is CN(C=O)C.C(OCC)(=O)C. The product is [CH3:1][O:2][C:3]([C:5]1[C:13]([NH:14][C:15]2[CH:20]=[CH:19][C:18]([Br:21])=[CH:17][C:16]=2[Cl:22])=[C:12]([F:23])[C:8]2[N:9]=[CH:10][N:11]([CH2:32][CH2:31][C:30]([O:34][C:35]([CH3:38])([CH3:37])[CH3:36])=[O:33])[C:7]=2[CH:6]=1)=[O:4]. The yield is 0.620. (2) The reactants are [NH2:1][C:2]1[C:11]([NH:12][C:13]([CH:15]2[CH2:17][CH2:16]2)=O)=[C:10]([F:18])[C:9]([C:19]2[C:20]([CH3:25])=[N:21][O:22][C:23]=2[CH3:24])=[CH:8][C:3]=1[C:4]([O:6][CH3:7])=[O:5]. The catalyst is C(O)(=O)C. The product is [CH:15]1([C:13]2[NH:12][C:11]3[C:10]([F:18])=[C:9]([C:19]4[C:20]([CH3:25])=[N:21][O:22][C:23]=4[CH3:24])[CH:8]=[C:3]([C:4]([O:6][CH3:7])=[O:5])[C:2]=3[N:1]=2)[CH2:17][CH2:16]1. The yield is 0.850. (3) The reactants are [NH2:1][C:2]1[CH:7]=[CH:6][CH:5]=[CH:4][C:3]=1[SH:8].[C:9]1([C:15]2[CH:16]=[C:17]([OH:23])[C:18](=[CH:21][CH:22]=2)[CH:19]=O)[CH:14]=[CH:13][CH:12]=[CH:11][CH:10]=1. The catalyst is O1CCOCC1. The product is [S:8]1[C:3]2[CH:4]=[CH:5][CH:6]=[CH:7][C:2]=2[N:1]=[C:19]1[C:18]1[CH:21]=[CH:22][C:15]([C:9]2[CH:14]=[CH:13][CH:12]=[CH:11][CH:10]=2)=[CH:16][C:17]=1[OH:23]. The yield is 0.760.